From a dataset of NCI-60 drug combinations with 297,098 pairs across 59 cell lines. Regression. Given two drug SMILES strings and cell line genomic features, predict the synergy score measuring deviation from expected non-interaction effect. (1) Drug 1: CC1C(C(CC(O1)OC2CC(CC3=C2C(=C4C(=C3O)C(=O)C5=C(C4=O)C(=CC=C5)OC)O)(C(=O)CO)O)N)O.Cl. Drug 2: C1CCC(CC1)NC(=O)N(CCCl)N=O. Cell line: SF-268. Synergy scores: CSS=31.0, Synergy_ZIP=-6.99, Synergy_Bliss=1.04, Synergy_Loewe=4.36, Synergy_HSA=3.08. (2) Drug 1: CC1CCC2CC(C(=CC=CC=CC(CC(C(=O)C(C(C(=CC(C(=O)CC(OC(=O)C3CCCCN3C(=O)C(=O)C1(O2)O)C(C)CC4CCC(C(C4)OC)O)C)C)O)OC)C)C)C)OC. Drug 2: CC(C)(C#N)C1=CC(=CC(=C1)CN2C=NC=N2)C(C)(C)C#N. Cell line: OVCAR-4. Synergy scores: CSS=-3.71, Synergy_ZIP=0.141, Synergy_Bliss=-1.87, Synergy_Loewe=-2.73, Synergy_HSA=-2.87. (3) Drug 1: C1=C(C(=O)NC(=O)N1)F. Drug 2: CNC(=O)C1=NC=CC(=C1)OC2=CC=C(C=C2)NC(=O)NC3=CC(=C(C=C3)Cl)C(F)(F)F. Cell line: SK-MEL-2. Synergy scores: CSS=15.4, Synergy_ZIP=-17.6, Synergy_Bliss=-32.6, Synergy_Loewe=-29.4, Synergy_HSA=-28.9.